From a dataset of Forward reaction prediction with 1.9M reactions from USPTO patents (1976-2016). Predict the product of the given reaction. (1) Given the reactants [CH3:1][C:2]1[NH:3][CH:4]=[CH:5][N:6]=1.C([O-])([O-])=O.[K+].[K+].[CH2:13]([O:15][C:16](=[O:19])[CH2:17]Br)[CH3:14], predict the reaction product. The product is: [CH2:13]([O:15][C:16](=[O:19])[CH2:17][N:3]1[CH:4]=[CH:5][N:6]=[C:2]1[CH3:1])[CH3:14]. (2) Given the reactants [OH:1][CH2:2][CH2:3][N:4]1[C:9]2[CH:10]=[C:11]([C:15]([N:17]([CH:31]([CH3:33])[CH3:32])[C@@H:18]3[CH2:23][CH2:22][CH2:21][N:20]([C:24]([O:26][C:27]([CH3:30])([CH3:29])[CH3:28])=[O:25])[CH2:19]3)=[O:16])[C:12]([CH3:14])=[CH:13][C:8]=2[O:7][C:6]([CH3:35])([CH3:34])[C:5]1=[O:36].[H-].[Na+].CN(C)C=O.[C:44](Cl)(=[O:47])[CH2:45][CH3:46], predict the reaction product. The product is: [CH:31]([N:17]([C:15]([C:11]1[C:12]([CH3:14])=[CH:13][C:8]2[O:7][C:6]([CH3:34])([CH3:35])[C:5](=[O:36])[N:4]([CH2:3][CH2:2][O:1][C:44](=[O:47])[CH2:45][CH3:46])[C:9]=2[CH:10]=1)=[O:16])[C@@H:18]1[CH2:23][CH2:22][CH2:21][N:20]([C:24]([O:26][C:27]([CH3:29])([CH3:28])[CH3:30])=[O:25])[CH2:19]1)([CH3:32])[CH3:33]. (3) Given the reactants [Cl:1][C:2]1[CH:7]=[C:6]([CH3:8])[C:5]([CH3:9])=[C:4]([N+:10]([O-])=O)[C:3]=1[O:13][CH3:14], predict the reaction product. The product is: [Cl:1][C:2]1[C:3]([O:13][CH3:14])=[C:4]([NH2:10])[C:5]([CH3:9])=[C:6]([CH3:8])[CH:7]=1. (4) Given the reactants [CH3:1][N:2]([CH3:34])[C:3]([N:5]1[C:13]2[CH:12]=[CH:11][C:10]([C:14]([N:16]3[CH2:21][CH2:20][CH:19]([CH3:22])[CH2:18][CH2:17]3)=[O:15])=[CH:9][C:8]=2[C:7]2[CH2:23][N:24](C(OC(C)(C)C)=O)[CH2:25][CH2:26][C:6]1=2)=[O:4].[C:35]([OH:41])([C:37]([F:40])([F:39])[F:38])=[O:36], predict the reaction product. The product is: [OH:41][C:35]([C:37]([F:40])([F:39])[F:38])=[O:36].[CH3:34][N:2]([CH3:1])[C:3]([N:5]1[C:13]2[CH:12]=[CH:11][C:10]([C:14]([N:16]3[CH2:21][CH2:20][CH:19]([CH3:22])[CH2:18][CH2:17]3)=[O:15])=[CH:9][C:8]=2[C:7]2[CH2:23][NH:24][CH2:25][CH2:26][C:6]1=2)=[O:4]. (5) Given the reactants Cl.[CH2:2]1[C:14]2[C:13]3[CH:12]=[CH:11][CH:10]=[C:9]([S:15][C:16]4[CH:21]=[CH:20][C:19]([CH3:22])=[CH:18][CH:17]=4)[C:8]=3[NH:7][C:6]=2[CH2:5][CH2:4][NH:3]1.N#N.[BH3-]C#N.[Na+].[OH-].[Na+].[C:31]([OH:38])(=[O:37])/[CH:32]=[CH:33]/[C:34]([OH:36])=[O:35], predict the reaction product. The product is: [C:31]([OH:38])(=[O:37])/[CH:32]=[CH:33]/[C:34]([OH:36])=[O:35].[CH3:22][C:19]1[CH:18]=[CH:17][C:16]([S:15][C:9]2[C:8]3[NH:7][C@@H:6]4[CH2:5][CH2:4][NH:3][CH2:2][C@@H:14]4[C:13]=3[CH:12]=[CH:11][CH:10]=2)=[CH:21][CH:20]=1. (6) Given the reactants [F:1][C:2]1[CH:11]=[C:10]([C:12]2[CH:17]=[CH:16][CH:15]=[CH:14][N:13]=2)[CH:9]=[CH:8][C:3]=1[C:4]([O:6]C)=[O:5].O.[OH-].[Li+].CO, predict the reaction product. The product is: [F:1][C:2]1[CH:11]=[C:10]([C:12]2[CH:17]=[CH:16][CH:15]=[CH:14][N:13]=2)[CH:9]=[CH:8][C:3]=1[C:4]([OH:6])=[O:5].